Dataset: Peptide-MHC class I binding affinity with 185,985 pairs from IEDB/IMGT. Task: Regression. Given a peptide amino acid sequence and an MHC pseudo amino acid sequence, predict their binding affinity value. This is MHC class I binding data. The peptide sequence is FHGEFTRAL. The MHC is HLA-A69:01 with pseudo-sequence HLA-A69:01. The binding affinity (normalized) is 0.0847.